From a dataset of Forward reaction prediction with 1.9M reactions from USPTO patents (1976-2016). Predict the product of the given reaction. (1) Given the reactants [H-].[Na+].[O:3]=[C:4]1[C@@H:8]([NH:9][C:10](=[O:16])[O:11][C:12]([CH3:15])([CH3:14])[CH3:13])[CH2:7][CH2:6][NH:5]1.[CH2:17](I)[CH3:18], predict the reaction product. The product is: [CH2:17]([N:5]1[CH2:6][CH2:7][C@H:8]([NH:9][C:10](=[O:16])[O:11][C:12]([CH3:13])([CH3:15])[CH3:14])[C:4]1=[O:3])[CH3:18]. (2) Given the reactants ClC(OCC(C)C)=O.[C:9]([O:13][C:14]([NH:16][C@H:17]([CH2:22][C:23]1[CH:28]=[C:27]([F:29])[C:26]([F:30])=[CH:25][C:24]=1[F:31])[CH2:18][C:19]([OH:21])=O)=[O:15])([CH3:12])([CH3:11])[CH3:10].CN1CCOCC1.[CH3:39][C@H:40]1[NH:46][CH2:45][CH2:44][C@@H:43]([CH3:47])[NH:42][C:41]1=[O:48], predict the reaction product. The product is: [C:9]([O:13][C:14]([NH:16][C@H:17]([CH2:22][C:23]1[CH:28]=[C:27]([F:29])[C:26]([F:30])=[CH:25][C:24]=1[F:31])[CH2:18][C:19]([N:46]1[CH2:45][CH2:44][C@@H:43]([CH3:47])[NH:42][C:41](=[O:48])[C@H:40]1[CH3:39])=[O:21])=[O:15])([CH3:10])([CH3:11])[CH3:12]. (3) Given the reactants [Cl:1][C:2]1[CH:3]=[C:4]([CH:8]=[CH:9][C:10]=1[OH:11])[C:5]([OH:7])=[O:6].S(=O)(=O)(O)O.[CH3:17]O, predict the reaction product. The product is: [Cl:1][C:2]1[CH:3]=[C:4]([CH:8]=[CH:9][C:10]=1[OH:11])[C:5]([O:7][CH3:17])=[O:6]. (4) Given the reactants C([O:8][C:9]1[CH:23]=[CH:22][C:12]([CH2:13][CH:14]2[O:18][C:17]([CH3:20])([CH3:19])[O:16][C:15]2=[O:21])=[CH:11][CH:10]=1)C1C=CC=CC=1, predict the reaction product. The product is: [OH:8][C:9]1[CH:23]=[CH:22][C:12]([CH2:13][CH:14]2[O:18][C:17]([CH3:20])([CH3:19])[O:16][C:15]2=[O:21])=[CH:11][CH:10]=1. (5) Given the reactants Cl.[CH:2]12[CH2:11][CH:6]3[CH2:7][CH:8]([CH2:10][CH:4]([CH2:5]3)[CH:3]1[CH2:12][NH2:13])[CH2:9]2.[CH3:14][C:15]1([CH3:40])[CH2:20][CH:19]([CH2:21][N:22]2[CH2:27][CH2:26][N:25]([C:28]3[CH:38]=[CH:37][C:31]([C:32]([O:34][CH2:35][CH3:36])=[O:33])=[CH:30][CH:29]=3)[CH2:24][CH2:23]2)[C:18](=O)[CH2:17][CH2:16]1.C([O-])(=O)C.[Na+].C(O[BH-](OC(=O)C)OC(=O)C)(=O)C.[Na+], predict the reaction product. The product is: [CH:2]12[CH2:11][CH:6]3[CH2:7][CH:8]([CH2:10][CH:4]([CH2:5]3)[CH:3]1[CH2:12][NH:13][CH:18]1[CH2:17][CH2:16][C:15]([CH3:40])([CH3:14])[CH2:20][CH:19]1[CH2:21][N:22]1[CH2:23][CH2:24][N:25]([C:28]3[CH:38]=[CH:37][C:31]([C:32]([O:34][CH2:35][CH3:36])=[O:33])=[CH:30][CH:29]=3)[CH2:26][CH2:27]1)[CH2:9]2.